From a dataset of Reaction yield outcomes from USPTO patents with 853,638 reactions. Predict the reaction yield, written as a fraction of the theoretical maximum amount of product (1.0 means a 100% yield; for example, 0.34 means a 34% yield). The reactants are Cl.[NH2:2][C@@H:3]([C:5]1[CH:13]=[CH:12][C:8]([C:9]([OH:11])=O)=CC=1)[CH3:4].[C:14]([N:18]=[C:19]=[O:20])([CH3:17])([CH3:16])[CH3:15].C(N(CC)CC)C.CN(C([O:35][N:36]1N=NC2C=CC=NC1=2)=[N+](C)C)C.F[P-](F)(F)(F)(F)F.[Si](ON)(C(C)(C)C)(C)C.C[S:62](C)=O. The catalyst is CN(C)C=O.C(Cl)Cl. The product is [C:14]([NH:18][C:19]([NH:2][C@@H:3]([C:5]1[S:62][C:8]([C:9]([NH:36][OH:35])=[O:11])=[CH:12][CH:13]=1)[CH3:4])=[O:20])([CH3:17])([CH3:16])[CH3:15]. The yield is 0.350.